This data is from Choline transporter screen with 302,306 compounds. The task is: Binary Classification. Given a drug SMILES string, predict its activity (active/inactive) in a high-throughput screening assay against a specified biological target. (1) The result is 0 (inactive). The drug is O1CCN(CC1)Cc1ccc(NC(=O)c2ccc(OC)cc2)cc1. (2) The molecule is o1c2c(c(CN3CCN(CC3)C(=O)c3occc3)cc1=O)ccc(c2C)C. The result is 0 (inactive). (3) The compound is o1\c([nH]c2c1ccc(c2)C)=C1/C=C(NC(=O)c2[nH]ncn2)C=CC1=O. The result is 0 (inactive).